Dataset: Full USPTO retrosynthesis dataset with 1.9M reactions from patents (1976-2016). Task: Predict the reactants needed to synthesize the given product. (1) Given the product [NH:18]1[CH2:22][CH2:23][N:24]=[C:17]1[C:16]1[CH:15]=[CH:14][C:13]([O:12][C:10]2[C:9]3[C:4](=[CH:5][CH:6]=[CH:7][CH:8]=3)[NH:3][C:2](=[O:1])[CH:11]=2)=[CH:20][CH:19]=1, predict the reactants needed to synthesize it. The reactants are: [O:1]=[C:2]1[CH:11]=[C:10]([O:12][C:13]2[CH:20]=[CH:19][C:16]([C:17]#[N:18])=[CH:15][CH:14]=2)[C:9]2[C:4](=[CH:5][CH:6]=[CH:7][CH:8]=2)[NH:3]1.[S].[CH2:22](N)[CH2:23][NH2:24]. (2) Given the product [NH2:1][C:2]1[C:11]2[N:12]=[C:13]([CH2:38][CH2:39][O:40][CH3:41])[N:14]([CH2:15][CH2:16][CH2:17][N:18]([CH2:25][C:26]3[C:27]([F:37])=[C:28]([CH:34]=[CH:35][CH:36]=3)[O:29][CH2:30][C:31]([O:33][CH:42]([CH3:44])[CH3:43])=[O:32])[C:19](=[O:24])[CH2:20][N:21]([CH3:22])[CH3:23])[C:10]=2[C:9]2[CH:8]=[CH:7][CH:6]=[CH:5][C:4]=2[N:3]=1, predict the reactants needed to synthesize it. The reactants are: [NH2:1][C:2]1[C:11]2[N:12]=[C:13]([CH2:38][CH2:39][O:40][CH3:41])[N:14]([CH2:15][CH2:16][CH2:17][N:18]([CH2:25][C:26]3[C:27]([F:37])=[C:28]([CH:34]=[CH:35][CH:36]=3)[O:29][CH2:30][C:31]([OH:33])=[O:32])[C:19](=[O:24])[CH2:20][N:21]([CH3:23])[CH3:22])[C:10]=2[C:9]2[CH:8]=[CH:7][CH:6]=[CH:5][C:4]=2[N:3]=1.[CH:42](O)([CH3:44])[CH3:43]. (3) Given the product [NH2:12][C:13]1[C:18]([C:19]([O:21][C:22]([CH3:23])([CH3:24])[CH3:25])=[O:20])=[C:17]([O:26][S:8]([C:5]2[CH:6]=[CH:7][C:2]([CH3:1])=[CH:3][CH:4]=2)(=[O:10])=[O:9])[C:16]([Br:27])=[CH:15][CH:14]=1, predict the reactants needed to synthesize it. The reactants are: [CH3:1][C:2]1[CH:7]=[CH:6][C:5]([S:8](Cl)(=[O:10])=[O:9])=[CH:4][CH:3]=1.[NH2:12][C:13]1[C:18]([C:19]([O:21][C:22]([CH3:25])([CH3:24])[CH3:23])=[O:20])=[C:17]([OH:26])[C:16]([Br:27])=[CH:15][CH:14]=1.C(N(CC)CC)C. (4) Given the product [Cl:1][C:2]1[C:11]2[C:6](=[CH:7][CH:8]=[C:9]([F:17])[CH:10]=2)[N:5]=[CH:4][C:3]=1[C:12]([O:14][CH2:15][CH3:16])=[O:13], predict the reactants needed to synthesize it. The reactants are: [Cl:1][C:2]1[C:11]2[C:6](=[CH:7][CH:8]=[CH:9][CH:10]=2)[N:5]=[CH:4][C:3]=1[C:12]([O:14][CH2:15][CH3:16])=[O:13].[F:17]C1C=C2C(=CC=1)N=CC(C(OCC)=O)=C2O. (5) The reactants are: [CH3:1][CH:2]1[NH:7][CH2:6][CH2:5][N:4]([C:8]2[C:13]([O:14][CH3:15])=[C:12]3[N:16]([CH:24]4[CH2:26][CH2:25]4)[CH:17]=[C:18]([C:21](O)=[O:22])[C:19](=[O:20])[C:11]3=[CH:10][C:9]=2[F:27])[CH2:3]1.CC1NC[CH2:32][N:31]([C:35]2[C:40](OC)=[C:39]3[N:43](C4CC4)C=C(C(O)=O)C(=O)C3=CC=2F)[CH2:30]1.O.O.O.[OH-].[Na+]. Given the product [CH:24]1([N:16]2[C:12]3[C:11](=[CH:10][C:9]([F:27])=[C:8]([N:4]4[CH2:5][CH2:6][NH:7][CH:2]([CH3:1])[CH2:3]4)[C:13]=3[O:14][CH3:15])[C:19](=[O:20])[C:18]([C:21]([NH:43][CH2:39][CH2:40][CH2:35][N:31]([CH3:32])[CH3:30])=[O:22])=[CH:17]2)[CH2:26][CH2:25]1, predict the reactants needed to synthesize it. (6) Given the product [CH2:1]([O:3][C:4]1[CH:12]=[C:11]2[C:7]([CH:8]=[N:9][NH:10]2)=[CH:6][C:5]=1[NH:13][C:14]1[C:15]2[C:22]3[CH2:23][CH2:24][CH:25]([C:27]([N:30]4[CH2:34][CH2:33][CH2:32][CH2:31]4)=[O:29])[CH2:26][C:21]=3[S:20][C:16]=2[N:17]=[CH:18][N:19]=1)[CH3:2], predict the reactants needed to synthesize it. The reactants are: [CH2:1]([O:3][C:4]1[CH:12]=[C:11]2[C:7]([CH:8]=[N:9][NH:10]2)=[CH:6][C:5]=1[NH:13][C:14]1[C:15]2[C:22]3[CH2:23][CH2:24][CH:25]([C:27]([OH:29])=O)[CH2:26][C:21]=3[S:20][C:16]=2[N:17]=[CH:18][N:19]=1)[CH3:2].[NH:30]1[CH2:34][CH2:33][CH2:32][CH2:31]1. (7) Given the product [F:1][C:2]1[CH:22]=[C:21]([N:23]2[CH:27]=[CH:26][CH:25]=[N:24]2)[CH:20]=[CH:19][C:3]=1[CH2:4][C:5]1[C:6]([CH3:18])=[C:7]([CH3:17])[C:8]([CH:15]=[O:30])=[C:9]([CH:14]=1)[C:10]([O:12][CH3:13])=[O:11], predict the reactants needed to synthesize it. The reactants are: [F:1][C:2]1[CH:22]=[C:21]([N:23]2[CH:27]=[CH:26][CH:25]=[N:24]2)[CH:20]=[CH:19][C:3]=1[CH2:4][C:5]1[C:6]([CH3:18])=[C:7]([CH3:17])[C:8]([CH:15]=C)=[C:9]([CH:14]=1)[C:10]([O:12][CH3:13])=[O:11].CC(C)=[O:30].C(#N)C.I([O-])(=O)(=O)=O.[Na+].